Task: Predict which catalyst facilitates the given reaction.. Dataset: Catalyst prediction with 721,799 reactions and 888 catalyst types from USPTO (1) Reactant: C1CCN2C(=NCCC2)CC1.[CH:12]1([C:17]2([CH2:25][CH2:26][C:27]3[CH:32]=[CH:31][C:30]([O:33][CH3:34])=[CH:29][CH:28]=3)[O:22][C:21](=[O:23])[CH2:20][C:19](=[O:24])[CH2:18]2)[CH2:16][CH2:15][CH2:14][CH2:13]1.[CH2:35](Br)[C:36]1[CH:41]=[CH:40][CH:39]=[CH:38][CH:37]=1.[I-].[Na+]. Product: [CH2:35]([CH:20]1[C:19](=[O:24])[CH2:18][C:17]([CH:12]2[CH2:16][CH2:15][CH2:14][CH2:13]2)([CH2:25][CH2:26][C:27]2[CH:32]=[CH:31][C:30]([O:33][CH3:34])=[CH:29][CH:28]=2)[O:22][C:21]1=[O:23])[C:36]1[CH:41]=[CH:40][CH:39]=[CH:38][CH:37]=1. The catalyst class is: 48. (2) Reactant: [F:1][C:2]1[CH:7]=[CH:6][C:5]([C:8]#[C:9][Si](C)(C)C)=[CH:4][C:3]=1[CH2:14][CH2:15][CH2:16][C:17]#[N:18].CO.C(=O)([O-])[O-].[Cs+].[Cs+]. Product: [C:8]([C:5]1[CH:6]=[CH:7][C:2]([F:1])=[C:3]([CH2:14][CH2:15][CH2:16][C:17]#[N:18])[CH:4]=1)#[CH:9]. The catalyst class is: 343. (3) Reactant: P(Cl)(Cl)(Cl)=O.[CH3:6][C:7]1[CH:12]=[CH:11][CH:10]=[CH:9][C:8]=1[O:13][CH3:14].[OH-].[Na+].ClC1C=CC=C(C(OO)=[O:25])C=1. Product: [CH3:14][O:13][C:8]1[CH:9]=[CH:10][C:11]([OH:25])=[CH:12][C:7]=1[CH3:6]. The catalyst class is: 35. (4) Reactant: [CH:1]([CH:4]1[CH2:9][NH:8][C:7]2[CH:10]=[CH:11][CH:12]=[C:13]([CH:14]([CH3:16])[CH3:15])[C:6]=2[O:5]1)([CH3:3])[CH3:2].C(N(CC)CC)C.Cl[C:25](=[O:30])[C:26]([O:28][CH3:29])=[O:27]. Product: [CH3:29][O:28][C:26](=[O:27])[C:25]([N:8]1[C:7]2[CH:10]=[CH:11][CH:12]=[C:13]([CH:14]([CH3:16])[CH3:15])[C:6]=2[O:5][CH:4]([CH:1]([CH3:3])[CH3:2])[CH2:9]1)=[O:30]. The catalyst class is: 22. (5) Reactant: [C:1]([O:6][CH2:7][C:8]([CH3:20])([OH:19])[C:9]([F:18])([F:17])[C:10](O)([OH:15])[C:11]([F:14])([F:13])[F:12])(=[O:5])[C:2]([CH3:4])=[CH2:3].Cl. Product: [C:1]([O:6][CH2:7][C:8]([OH:19])([CH3:20])[C:9]([F:17])([F:18])[CH:10]([OH:15])[C:11]([F:14])([F:13])[F:12])(=[O:5])[C:2]([CH3:4])=[CH2:3]. The catalyst class is: 2. (6) Reactant: [Cl:1][C:2]1[C:7]2[C:8](=[O:22])[N:9]([CH2:11][C:12]3[CH:17]=[CH:16][C:15]([O:18][CH3:19])=[CH:14][C:13]=3[O:20][CH3:21])[CH2:10][C:6]=2[C:5]([F:23])=[C:4](Cl)[N:3]=1.[NH2:25][C@H:26]1[CH2:31][CH2:30][CH2:29][CH2:28][C@H:27]1[NH:32][C:33](=[O:39])[O:34][C:35]([CH3:38])([CH3:37])[CH3:36].CCN(C(C)C)C(C)C. Product: [Cl:1][C:2]1[C:7]2[C:8](=[O:22])[N:9]([CH2:11][C:12]3[CH:17]=[CH:16][C:15]([O:18][CH3:19])=[CH:14][C:13]=3[O:20][CH3:21])[CH2:10][C:6]=2[C:5]([F:23])=[C:4]([NH:25][C@H:26]2[CH2:31][CH2:30][CH2:29][CH2:28][C@H:27]2[NH:32][C:33](=[O:39])[O:34][C:35]([CH3:37])([CH3:36])[CH3:38])[N:3]=1. The catalyst class is: 382. (7) Reactant: [N:1]1[CH:6]=[CH:5][CH:4]=[CH:3][C:2]=1[CH:7]([C:22]1[CH:27]=[CH:26][CH:25]=[CH:24][N:23]=1)[CH:8]1[CH2:13][CH2:12][N:11]([C:14]2[CH:19]=[CH:18][C:17]([NH2:20])=[CH:16][C:15]=2[F:21])[CH2:10][CH2:9]1.[CH2:28]([CH:30]([CH2:34][CH3:35])[C:31](Cl)=[O:32])[CH3:29]. Product: [N:1]1[CH:6]=[CH:5][CH:4]=[CH:3][C:2]=1[CH:7]([C:22]1[CH:27]=[CH:26][CH:25]=[CH:24][N:23]=1)[CH:8]1[CH2:13][CH2:12][N:11]([C:14]2[CH:19]=[CH:18][C:17]([NH:20][C:31](=[O:32])[CH:30]([CH2:34][CH3:35])[CH2:28][CH3:29])=[CH:16][C:15]=2[F:21])[CH2:10][CH2:9]1. The catalyst class is: 26. (8) Reactant: [Cl:1][C:2]1[CH:29]=[CH:28][C:5]([CH2:6][NH:7][C:8]([C:10]2[N:11]=[N:12][C:13]3[C:18]([C:19]=2[OH:20])=[CH:17][C:16]([CH2:21][N:22]2[CH2:27][CH2:26][O:25][CH2:24][CH2:23]2)=[CH:15][CH:14]=3)=[O:9])=[CH:4][CH:3]=1.[CH3:30][Si]([N-][Si](C)(C)C)(C)C.[Li+].CI. Product: [Cl:1][C:2]1[CH:29]=[CH:28][C:5]([CH2:6][NH:7][C:8]([C:10]2[C:19](=[O:20])[C:18]3[C:13](=[CH:14][CH:15]=[C:16]([CH2:21][N:22]4[CH2:27][CH2:26][O:25][CH2:24][CH2:23]4)[CH:17]=3)[N:12]([CH3:30])[N:11]=2)=[O:9])=[CH:4][CH:3]=1. The catalyst class is: 16. (9) Reactant: [H-].[Na+].[CH2:3]([O:5][C:6](=[O:15])[CH2:7][C:8]1[CH:13]=[CH:12][CH:11]=[CH:10][C:9]=1[OH:14])[CH3:4].[Cl:16][CH2:17][CH2:18]OS(C1C=CC=CC=1)(=O)=O. Product: [CH2:3]([O:5][C:6](=[O:15])[CH2:7][C:8]1[CH:13]=[CH:12][CH:11]=[CH:10][C:9]=1[O:14][CH2:18][CH2:17][Cl:16])[CH3:4]. The catalyst class is: 9. (10) Reactant: [CH3:1][N:2]([CH2:16][C:17]1[CH:18]=[N:19][C:20]([C:23]2[CH:28]=[CH:27][C:26]([S:29]([CH3:32])(=[O:31])=[O:30])=[CH:25][CH:24]=2)=[CH:21][CH:22]=1)[CH:3]1[CH2:8][CH2:7][N:6](C(OC(C)(C)C)=O)[CH2:5][CH2:4]1.C(O)(C(F)(F)F)=O. Product: [CH3:1][N:2]([CH2:16][C:17]1[CH:18]=[N:19][C:20]([C:23]2[CH:24]=[CH:25][C:26]([S:29]([CH3:32])(=[O:31])=[O:30])=[CH:27][CH:28]=2)=[CH:21][CH:22]=1)[CH:3]1[CH2:8][CH2:7][NH:6][CH2:5][CH2:4]1. The catalyst class is: 2.